This data is from Forward reaction prediction with 1.9M reactions from USPTO patents (1976-2016). The task is: Predict the product of the given reaction. (1) Given the reactants [NH2:1][C:2]1[CH:3]=[N:4][CH:5]=[CH:6][CH:7]=1.[CH:8](OC)(OC)[O:9]C, predict the reaction product. The product is: [CH3:8][O:9][N:1]=[C:2]1[CH:7]=[CH:6][CH:5]=[N:4][CH2:3]1. (2) The product is: [NH2:1][C:2]1[C:7]([F:8])=[CH:6][N:5]([C:17]([NH:16][C:10]2[CH:15]=[CH:14][CH:13]=[CH:12][CH:11]=2)=[O:18])[C:4](=[O:9])[N:3]=1. Given the reactants [NH2:1][C:2]1[C:7]([F:8])=[CH:6][N:5]=[C:4]([OH:9])[N:3]=1.[C:10]1([N:16]=[C:17]=[O:18])[CH:15]=[CH:14][CH:13]=[CH:12][CH:11]=1, predict the reaction product. (3) Given the reactants [Si](OS(C(F)(F)F)(=O)=O)(C)(C)C.[CH2:13](O)C=C.Cl[C:18](Cl)(Cl)[C:19]([O:21][C@H:22]1[O:35][C@H:34]([CH2:36][O:37][C:38](=[O:40])[CH3:39])[C@@H:29]([O:30][C:31](=[O:33])[CH3:32])[C@H:24]([O:25][C:26](=[O:28])[CH3:27])[C@H:23]1[NH:41][C:42](=[O:47])[C:43]([Cl:46])([Cl:45])[Cl:44])=N.CCOC(C)=O, predict the reaction product. The product is: [C:26]([O:25][C@H:24]1[C@H:29]([O:30][C:31](=[O:33])[CH3:32])[C@@H:34]([CH2:36][O:37][C:38](=[O:40])[CH3:39])[O:35][C@@H:22]([O:21][CH2:19][CH:18]=[CH2:13])[C@@H:23]1[NH:41][C:42](=[O:47])[C:43]([Cl:46])([Cl:45])[Cl:44])(=[O:28])[CH3:27]. (4) The product is: [C:1]([C:3]1[CH:4]=[C:5]2[C:10](=[CH:11][C:12]=1[O:13][CH2:41][CH2:42][CH2:43][N:44]1[CH2:49][CH2:48][O:47][CH2:46][CH2:45]1)[N:9]=[CH:8][CH:7]=[C:6]2[O:14][C:15]1[CH:20]=[CH:19][C:18]([NH:21][C:22]([NH:24][C:25]2[CH:26]=[CH:27][C:28]([O:31][CH3:32])=[CH:29][CH:30]=2)=[O:23])=[CH:17][CH:16]=1)#[N:2]. Given the reactants [C:1]([C:3]1[CH:4]=[C:5]2[C:10](=[CH:11][C:12]=1[O-:13])[N:9]=[CH:8][CH:7]=[C:6]2[O:14][C:15]1[CH:20]=[CH:19][C:18]([NH:21][C:22]([NH:24][C:25]2[CH:30]=[CH:29][C:28]([O:31][CH3:32])=[CH:27][CH:26]=2)=[O:23])=[CH:17][CH:16]=1)#[N:2].[Na+].C(=O)([O-])[O-].[K+].[K+].Cl[CH2:41][CH2:42][CH2:43][N:44]1[CH2:49][CH2:48][O:47][CH2:46][CH2:45]1, predict the reaction product. (5) Given the reactants [CH:1]1([CH2:4][O:5][CH2:6][C:7]2[N:12]=[C:11]([NH:13]C(=O)C(C)(C)C)[CH:10]=[CH:9][CH:8]=2)[CH2:3][CH2:2]1.[OH-].[Na+], predict the reaction product. The product is: [CH:1]1([CH2:4][O:5][CH2:6][C:7]2[N:12]=[C:11]([NH2:13])[CH:10]=[CH:9][CH:8]=2)[CH2:3][CH2:2]1.